Dataset: Reaction yield outcomes from USPTO patents with 853,638 reactions. Task: Predict the reaction yield, written as a fraction of the theoretical maximum amount of product (1.0 means a 100% yield; for example, 0.34 means a 34% yield). (1) The reactants are [CH3:1][O:2][C:3]1[C:19]([O:20][CH3:21])=[CH:18][C:6]2=[N:7][C:8]3[NH:9][CH:10]=[C:11]([C:16]#[N:17])[C:12](=O)[C:13]=3[CH:14]=[C:5]2[CH:4]=1.P(Cl)(Cl)([Cl:24])=O. The catalyst is CCCCCC. The product is [Cl:24][C:12]1[C:13]2[CH:14]=[C:5]3[CH:4]=[C:3]([O:2][CH3:1])[C:19]([O:20][CH3:21])=[CH:18][C:6]3=[N:7][C:8]=2[N:9]=[CH:10][C:11]=1[C:16]#[N:17]. The yield is 0.490. (2) The catalyst is C(O)C. The reactants are [OH-].[Na+].[F:3][C:4]1[CH:20]=[CH:19][C:18]([F:21])=[CH:17][C:5]=1[CH2:6][C:7]1[O:11][N:10]=[C:9]([C:12]([O:14]CC)=[O:13])[CH:8]=1. The yield is 0.840. The product is [F:3][C:4]1[CH:20]=[CH:19][C:18]([F:21])=[CH:17][C:5]=1[CH2:6][C:7]1[O:11][N:10]=[C:9]([C:12]([OH:14])=[O:13])[CH:8]=1. (3) The reactants are [CH3:1][C:2]1[C:6]([CH2:7][N:8]2[CH:12]=[C:11]([N:13]3[C:17](=[O:18])[CH2:16][NH:15][C:14]3=[O:19])[CH:10]=[N:9]2)=[C:5]([CH3:20])[O:4][N:3]=1.Br[CH2:22][CH2:23][O:24][C:25]1[CH:30]=[CH:29][CH:28]=[CH:27][CH:26]=1.C(=O)([O-])[O-].[Cs+].[Cs+]. The catalyst is Cl. The product is [CH3:1][C:2]1[C:6]([CH2:7][N:8]2[CH:12]=[C:11]([N:13]3[C:17](=[O:18])[CH2:16][N:15]([CH2:22][CH2:23][O:24][C:25]4[CH:30]=[CH:29][CH:28]=[CH:27][CH:26]=4)[C:14]3=[O:19])[CH:10]=[N:9]2)=[C:5]([CH3:20])[O:4][N:3]=1. The yield is 0.540. (4) The reactants are Br[C:2]1[CH:23]=[CH:22][C:5]([C:6]([NH:8][S:9]([C:12]2[CH:17]=[CH:16][CH:15]=[CH:14][C:13]=2[S:18](=[O:21])(=[O:20])[NH2:19])(=[O:11])=[O:10])=[O:7])=[CH:4][C:3]=1[O:24][CH2:25][CH2:26][O:27][CH2:28][C:29]([F:32])([F:31])[F:30].[CH3:33][CH:34]([CH2:37][CH2:38][CH3:39])[C:35]#[CH:36]. No catalyst specified. The product is [CH3:33][CH:34]([CH2:37][CH2:38][CH3:39])[C:35]#[C:36][C:2]1[CH:23]=[CH:22][C:5]([C:6]([NH:8][S:9]([C:12]2[CH:17]=[CH:16][CH:15]=[CH:14][C:13]=2[S:18](=[O:21])(=[O:20])[NH2:19])(=[O:11])=[O:10])=[O:7])=[CH:4][C:3]=1[O:24][CH2:25][CH2:26][O:27][CH2:28][C:29]([F:32])([F:31])[F:30]. The yield is 0.340. (5) The reactants are C([O:4][C:5]1[CH:19]=[CH:18][C:8]([CH2:9][O:10][CH2:11][CH2:12][N:13]2[CH:17]=[CH:16][N:15]=[N:14]2)=[CH:7][CH:6]=1)C=C.CN1C(=O)CC(=O)N(C)C1=O. The catalyst is ClCCl.C1C=CC([P]([Pd]([P](C2C=CC=CC=2)(C2C=CC=CC=2)C2C=CC=CC=2)([P](C2C=CC=CC=2)(C2C=CC=CC=2)C2C=CC=CC=2)[P](C2C=CC=CC=2)(C2C=CC=CC=2)C2C=CC=CC=2)(C2C=CC=CC=2)C2C=CC=CC=2)=CC=1. The product is [N:13]1([CH2:12][CH2:11][O:10][CH2:9][C:8]2[CH:7]=[CH:6][C:5]([OH:4])=[CH:19][CH:18]=2)[CH:17]=[CH:16][N:15]=[N:14]1. The yield is 0.590.